From a dataset of Reaction yield outcomes from USPTO patents with 853,638 reactions. Predict the reaction yield, written as a fraction of the theoretical maximum amount of product (1.0 means a 100% yield; for example, 0.34 means a 34% yield). The reactants are [CH3:1][C:2]1[CH:19]=[CH:18][C:5]([O:6][C:7]2[CH:12]=[CH:11][C:10]([NH:13][S:14]([CH3:17])(=[O:16])=[O:15])=[CH:9][CH:8]=2)=[CH:4][CH:3]=1.C([O-])([O-])=O.[K+].[K+].[CH3:26][C:27]1([C:30]([O:32][CH3:33])=[O:31])[O:29][CH2:28]1.O.CCOCC. The catalyst is CN(C=O)C. The product is [OH:29][C:27]([CH3:28])([CH2:26][N:13]([C:10]1[CH:11]=[CH:12][C:7]([O:6][C:5]2[CH:18]=[CH:19][C:2]([CH3:1])=[CH:3][CH:4]=2)=[CH:8][CH:9]=1)[S:14]([CH3:17])(=[O:16])=[O:15])[C:30]([O:32][CH3:33])=[O:31]. The yield is 0.880.